This data is from Full USPTO retrosynthesis dataset with 1.9M reactions from patents (1976-2016). The task is: Predict the reactants needed to synthesize the given product. (1) Given the product [ClH:27].[CH3:6][NH:8][CH2:10][C:11]1[N:16]=[C:15]2[CH:17]=[CH:18][NH:19][C:14]2=[CH:13][CH:12]=1, predict the reactants needed to synthesize it. The reactants are: C(O[C:6]([N:8]([CH2:10][C:11]1[N:16]=[C:15]2[CH:17]=[CH:18][N:19](C(OC(C)(C)C)=O)[C:14]2=[CH:13][CH:12]=1)C)=O)(C)(C)C.[ClH:27].O1CCOCC1. (2) Given the product [OH:15][CH2:14][C@H:13]([N:12]1[CH:4]=[CH:5][CH:6]=[C:7]([C:8]([O:10][CH3:11])=[O:9])[C:2]1=[O:3])[C:16]1[CH:21]=[CH:20][CH:19]=[CH:18][CH:17]=1, predict the reactants needed to synthesize it. The reactants are: O=[C:2]1[C:7]([C:8]([O:10][CH3:11])=[O:9])=[CH:6][CH:5]=[CH:4][O:3]1.[NH2:12][C@H:13]([C:16]1[CH:21]=[CH:20][CH:19]=[CH:18][CH:17]=1)[CH2:14][OH:15].